Dataset: Forward reaction prediction with 1.9M reactions from USPTO patents (1976-2016). Task: Predict the product of the given reaction. (1) Given the reactants [Cl:1][C:2]1[N:7]=[C:6](S(C)(=O)=O)[N:5]=[C:4]([N:12]2[CH2:17][CH2:16][O:15][CH2:14][CH2:13]2)[CH:3]=1.[CH2:18]([NH2:20])[CH3:19], predict the reaction product. The product is: [Cl:1][C:2]1[CH:3]=[C:4]([N:12]2[CH2:17][CH2:16][O:15][CH2:14][CH2:13]2)[N:5]=[C:6]([NH:20][CH2:18][CH3:19])[N:7]=1. (2) Given the reactants [Cl:1][C:2]1[C:3]2[N:4]([C:8]([C@H:11]3[CH2:16][N:15]4[C:17](=[O:22])[O:18][C:19]([CH3:21])([CH3:20])[C@@H:14]4[CH2:13][CH2:12]3)=[N:9][CH:10]=2)[CH:5]=[CH:6][N:7]=1.[Br:23]N1C(=O)CCC1=O, predict the reaction product. The product is: [Br:23][C:10]1[N:9]=[C:8]([C@H:11]2[CH2:16][N:15]3[C:17](=[O:22])[O:18][C:19]([CH3:20])([CH3:21])[C@@H:14]3[CH2:13][CH2:12]2)[N:4]2[CH:5]=[CH:6][N:7]=[C:2]([Cl:1])[C:3]=12. (3) Given the reactants Br[C:2]1[CH:3]=[C:4]([C:8]2[CH:12]=[N:11][N:10]([CH3:13])[N:9]=2)[CH:5]=[CH:6][CH:7]=1.[B:14]1([B:14]2[O:19][CH2:18][C:17]([CH3:21])([CH3:20])[CH2:16][O:15]2)[O:19][CH2:18][C:17]([CH3:21])([CH3:20])[CH2:16][O:15]1.C([O-])(=O)C.[K+], predict the reaction product. The product is: [CH3:20][C:17]1([CH3:21])[CH2:18][O:19][B:14]([C:2]2[CH:3]=[C:4]([C:8]3[CH:12]=[N:11][N:10]([CH3:13])[N:9]=3)[CH:5]=[CH:6][CH:7]=2)[O:15][CH2:16]1. (4) Given the reactants C([O:5][C:6](=[O:17])[CH2:7][O:8][C:9]1[CH:14]=[CH:13][C:12]([Cl:15])=[CH:11][C:10]=1Br)(C)(C)C.[C:18]([C:21]1[CH:26]=[CH:25][C:24](B(O)O)=[CH:23][CH:22]=1)([OH:20])=[O:19], predict the reaction product. The product is: [C:6]([CH2:7][O:8][C:9]1[CH:14]=[CH:13][C:12]([Cl:15])=[CH:11][C:10]=1[C:24]1[CH:25]=[CH:26][C:21]([C:18]([OH:20])=[O:19])=[CH:22][CH:23]=1)([OH:5])=[O:17].